Task: Predict the product of the given reaction.. Dataset: Forward reaction prediction with 1.9M reactions from USPTO patents (1976-2016) (1) Given the reactants [H-].[Na+].[Br:3][C:4]1[N:5]=[C:6]([O:22][CH2:23][C:24]2[CH:25]=[N:26][CH:27]=[CH:28][CH:29]=2)[C:7]([NH:10][S:11]([C:14]2[CH:19]=[CH:18][CH:17]=[C:16]([Cl:20])[C:15]=2[Cl:21])(=[O:13])=[O:12])=[N:8][CH:9]=1.[CH2:30]([O:34][C:35](Cl)=[O:36])[CH:31]([CH3:33])[CH3:32], predict the reaction product. The product is: [Br:3][C:4]1[N:5]=[C:6]([O:22][CH2:23][C:24]2[CH:25]=[N:26][CH:27]=[CH:28][CH:29]=2)[C:7]([N:10]([S:11]([C:14]2[CH:19]=[CH:18][CH:17]=[C:16]([Cl:20])[C:15]=2[Cl:21])(=[O:12])=[O:13])[C:35](=[O:36])[O:34][CH2:30][CH:31]([CH3:33])[CH3:32])=[N:8][CH:9]=1. (2) Given the reactants [NH2:1][C:2]1[N:6]([C:7]2[CH:12]=[C:11]([N+:13]([O-:15])=[O:14])[CH:10]=[CH:9][C:8]=2[CH2:16][OH:17])[N:5]=[C:4]([C:18]2[CH:23]=[CH:22][C:21]([O:24][C:25]3[CH:30]=[CH:29][CH:28]=[CH:27][CH:26]=3)=[CH:20][CH:19]=2)[C:3]=1[C:31]([NH2:33])=[O:32], predict the reaction product. The product is: [NH2:1][C:2]1[N:6]([C:7]2[CH:12]=[C:11]([N+:13]([O-:15])=[O:14])[CH:10]=[CH:9][C:8]=2[CH:16]=[O:17])[N:5]=[C:4]([C:18]2[CH:23]=[CH:22][C:21]([O:24][C:25]3[CH:30]=[CH:29][CH:28]=[CH:27][CH:26]=3)=[CH:20][CH:19]=2)[C:3]=1[C:31]([NH2:33])=[O:32]. (3) Given the reactants Br[CH2:2][C:3]([C:5]1[C:10]([Cl:11])=[CH:9][C:8]([O:12][CH3:13])=[CH:7][C:6]=1[Cl:14])=O.[NH2:15][C:16]([NH2:18])=[S:17], predict the reaction product. The product is: [Cl:14][C:6]1[CH:7]=[C:8]([O:12][CH3:13])[CH:9]=[C:10]([Cl:11])[C:5]=1[C:3]1[N:15]=[C:16]([NH2:18])[S:17][CH:2]=1. (4) The product is: [Br:6][C:7]1[CH:8]=[CH:9][C:10]([NH:13][S:14]([CH3:17])(=[O:16])=[O:15])=[C:11]([N+:1]([O-:4])=[O:2])[CH:12]=1. Given the reactants [N+:1]([O-:4])([O-])=[O:2].[K+].[Br:6][C:7]1[CH:12]=[CH:11][C:10]([NH:13][S:14]([CH3:17])(=[O:16])=[O:15])=[CH:9][CH:8]=1.C([O-])(O)=O.[Na+], predict the reaction product. (5) Given the reactants [CH3:1][CH:2]([C:8](=[O:10])[CH3:9])[C:3]([O:5][CH2:6][CH3:7])=[O:4].[Br:11]Br, predict the reaction product. The product is: [Br:11][CH2:9][C:8](=[O:10])[CH:2]([CH3:1])[C:3]([O:5][CH2:6][CH3:7])=[O:4]. (6) Given the reactants C(N(C(C)C)C(C)C)C.Cl[C:11]1[C:12]2[C:19]([CH3:20])=[CH:18][NH:17][C:13]=2[N:14]=[CH:15][N:16]=1.C1(C(C2C=CC=CC=2)=[N:28][CH2:29][C:30]2([C:36]3[CH:41]=[CH:40][CH:39]=[C:38]([C:42]4[CH:43]=[N:44][N:45]([CH3:47])[CH:46]=4)[CH:37]=3)[CH2:35][CH2:34][NH:33][CH2:32][CH2:31]2)C=CC=CC=1.Cl.C(O)(C)C, predict the reaction product. The product is: [CH3:47][N:45]1[CH:46]=[C:42]([C:38]2[CH:37]=[C:36]([C:30]3([CH2:29][NH2:28])[CH2:35][CH2:34][N:33]([C:11]4[C:12]5[C:19]([CH3:20])=[CH:18][NH:17][C:13]=5[N:14]=[CH:15][N:16]=4)[CH2:32][CH2:31]3)[CH:41]=[CH:40][CH:39]=2)[CH:43]=[N:44]1. (7) Given the reactants O.[OH-].[Li+].[CH3:4][C@@:5]([C:36]([O:38]C)=[O:37])([CH2:32][CH:33]([CH3:35])[CH3:34])[NH:6][C:7]([C:9]1[C:18]([NH:19][C:20]([NH:22][C:23]2[C:28]([CH3:29])=[CH:27][C:26]([CH3:30])=[CH:25][C:24]=2[CH3:31])=[O:21])=[CH:17][C:16]2[C:11](=[CH:12][CH:13]=[CH:14][CH:15]=2)[CH:10]=1)=[O:8].O.Cl, predict the reaction product. The product is: [CH3:4][C@@:5]([C:36]([OH:38])=[O:37])([CH2:32][CH:33]([CH3:35])[CH3:34])[NH:6][C:7]([C:9]1[C:18]([NH:19][C:20]([NH:22][C:23]2[C:24]([CH3:31])=[CH:25][C:26]([CH3:30])=[CH:27][C:28]=2[CH3:29])=[O:21])=[CH:17][C:16]2[C:11](=[CH:12][CH:13]=[CH:14][CH:15]=2)[CH:10]=1)=[O:8].